From a dataset of Forward reaction prediction with 1.9M reactions from USPTO patents (1976-2016). Predict the product of the given reaction. (1) Given the reactants [Br:1][C:2]1[CH:3]=[CH:4][C:5]([Cl:11])=[C:6]([CH:10]=1)[C:7](O)=O.[F:12][C:13]1[CH:18]=[CH:17][CH:16]=[CH:15][C:14]=1[O:19][CH2:20][CH3:21], predict the reaction product. The product is: [Br:1][C:2]1[CH:3]=[CH:4][C:5]([Cl:11])=[C:6]([CH2:7][C:17]2[CH:16]=[CH:15][C:14]([O:19][CH2:20][CH3:21])=[C:13]([F:12])[CH:18]=2)[CH:10]=1. (2) Given the reactants [CH3:1][O:2][C:3](=[O:11])[C:4](=[CH2:10])[CH:5]([OH:9])[CH2:6][CH2:7][CH3:8].[C:12](OC(=O)C)(=[O:14])[CH3:13].Cl, predict the reaction product. The product is: [CH3:1][O:2][C:3](=[O:11])[C:4](=[CH2:10])[CH:5]([O:9][C:12](=[O:14])[CH3:13])[CH2:6][CH2:7][CH3:8]. (3) The product is: [C:26]([O:25][C:23](=[O:24])[N:16]([C:13]1[N:12]=[CH:11][C:10]([CH2:9][O:1][Si:2]([C:5]([CH3:8])([CH3:6])[CH3:7])([CH3:4])[CH3:3])=[CH:15][N:14]=1)[C:17]1[CH:18]=[CH:19][CH:20]=[CH:21][CH:22]=1)([CH3:29])([CH3:28])[CH3:27]. Given the reactants [O:1]([CH2:9][C:10]1[CH:11]=[N:12][C:13]([NH:16][C:17]2[CH:22]=[CH:21][CH:20]=[CH:19][CH:18]=2)=[N:14][CH:15]=1)[Si:2]([C:5]([CH3:8])([CH3:7])[CH3:6])([CH3:4])[CH3:3].[C:23](O[C:23]([O:25][C:26]([CH3:29])([CH3:28])[CH3:27])=[O:24])([O:25][C:26]([CH3:29])([CH3:28])[CH3:27])=[O:24], predict the reaction product. (4) Given the reactants FC(F)(F)S(O[C:7]1[CH:8]=[C:9]2[C@@:20]3([CH2:24][O:23][C:22]([NH2:25])=[N:21]3)[C:19]3[C:14](=[N:15][CH:16]=[C:17]([CH:26]4[CH2:31][CH2:30][O:29][CH2:28][CH2:27]4)[CH:18]=3)[O:13][C:10]2=[CH:11][CH:12]=1)(=O)=O.[Cl:34][C:35]1[CH:36]=[CH:37][C:38]([F:44])=[C:39](B(O)O)[CH:40]=1.C(=O)([O-])[O-].[K+].[K+], predict the reaction product. The product is: [Cl:34][C:35]1[CH:40]=[CH:39][C:38]([F:44])=[C:37]([C:7]2[CH:8]=[C:9]3[C@@:20]4([CH2:24][O:23][C:22]([NH2:25])=[N:21]4)[C:19]4[C:14](=[N:15][CH:16]=[C:17]([CH:26]5[CH2:31][CH2:30][O:29][CH2:28][CH2:27]5)[CH:18]=4)[O:13][C:10]3=[CH:11][CH:12]=2)[CH:36]=1.